This data is from Reaction yield outcomes from USPTO patents with 853,638 reactions. The task is: Predict the reaction yield, written as a fraction of the theoretical maximum amount of product (1.0 means a 100% yield; for example, 0.34 means a 34% yield). (1) The reactants are [S:1]1[CH:5]=[C:4]([C:6](=O)[CH2:7][NH:8][C:9]([C:11]2[S:12][C:13]3[C:19]([N:20]4[CH2:25][CH2:24][O:23][CH2:22][CH2:21]4)=[CH:18][CH:17]=[C:16]([O:26][CH3:27])[C:14]=3[N:15]=2)=O)[C:3]2[CH:29]=[CH:30][CH:31]=[CH:32][C:2]1=2.FC(F)(F)C([O-])=O.[NH4+:40]. The catalyst is O. The product is [S:1]1[CH:5]=[C:4]([C:6]2[NH:40][C:9]([C:11]3[S:12][C:13]4[C:19]([N:20]5[CH2:25][CH2:24][O:23][CH2:22][CH2:21]5)=[CH:18][CH:17]=[C:16]([O:26][CH3:27])[C:14]=4[N:15]=3)=[N:8][CH:7]=2)[C:3]2[CH:29]=[CH:30][CH:31]=[CH:32][C:2]1=2. The yield is 0.690. (2) The reactants are [O:1]1[C:10]2[C:5](=[CH:6][C:7]([C:11]3[C:16]([CH:17]([CH2:22][CH2:23][CH3:24])[C:18]([O:20]C)=[O:19])=[C:15]([CH3:25])[N:14]=[C:13]([C:26]4[CH:31]=[CH:30][CH:29]=[CH:28][CH:27]=4)[N:12]=3)=[CH:8][CH:9]=2)[CH2:4][CH2:3][CH2:2]1.[OH-].[Na+]. The catalyst is CO. The product is [O:1]1[C:10]2[C:5](=[CH:6][C:7]([C:11]3[C:16]([CH:17]([CH2:22][CH2:23][CH3:24])[C:18]([OH:20])=[O:19])=[C:15]([CH3:25])[N:14]=[C:13]([C:26]4[CH:27]=[CH:28][CH:29]=[CH:30][CH:31]=4)[N:12]=3)=[CH:8][CH:9]=2)[CH2:4][CH2:3][CH2:2]1. The yield is 0.740. (3) The reactants are [OH:1][C:2]1[CH:10]=[CH:9][C:5]([C:6]([OH:8])=[O:7])=[CH:4][CH:3]=1.[C:11](OC(=O)C)(=[O:13])[CH3:12]. The catalyst is OS(O)(=O)=O. The product is [C:11]([O:1][C:2]1[CH:10]=[CH:9][C:5]([C:6]([OH:8])=[O:7])=[CH:4][CH:3]=1)(=[O:13])[CH3:12]. The yield is 0.860. (4) The reactants are CCN(C(C)C)C(C)C.[CH3:10][O:11][C@H:12]([CH3:16])[C:13](O)=[O:14].C1N(P([Cl:31])(N2C(=O)OCC2)=O)C(=O)OC1.[NH2:32][C:33]1[C:41]2[C:36](=[N:37][CH:38]=[C:39]([Cl:56])[C:40]=2[N:42]2[CH2:47][CH2:46][CH2:45][C@@H:44]([NH:48]C(=O)OC(C)(C)C)[CH2:43]2)[NH:35][CH:34]=1.[Li+].[OH-]. The catalyst is CN1C(=O)CCC1.C(#N)C.O.C(Cl)Cl. The product is [ClH:31].[NH2:48][C@@H:44]1[CH2:45][CH2:46][CH2:47][N:42]([C:40]2[C:39]([Cl:56])=[CH:38][N:37]=[C:36]3[NH:35][CH:34]=[C:33]([NH:32][C:13](=[O:14])[C@H:12]([O:11][CH3:10])[CH3:16])[C:41]=23)[CH2:43]1. The yield is 0.560.